Regression. Given a peptide amino acid sequence and an MHC pseudo amino acid sequence, predict their binding affinity value. This is MHC class I binding data. From a dataset of Peptide-MHC class I binding affinity with 185,985 pairs from IEDB/IMGT. The peptide sequence is DVIKSISSI. The MHC is HLA-A02:02 with pseudo-sequence HLA-A02:02. The binding affinity (normalized) is 0.